This data is from Cav3 T-type calcium channel HTS with 100,875 compounds. The task is: Binary Classification. Given a drug SMILES string, predict its activity (active/inactive) in a high-throughput screening assay against a specified biological target. (1) The compound is s1c2CCCCCc2cc1C(=O)Nc1scc(n1)C. The result is 0 (inactive). (2) The drug is Clc1c(CSCCNC(=O)c2c(c([N+]([O-])=O)ccc2)C)c(Cl)ccc1. The result is 0 (inactive). (3) The compound is S=C1N(C(CN1)c1ccccc1)CCc1cc(F)ccc1. The result is 0 (inactive). (4) The molecule is O=C(NCc1ccncc1)/C(=N\O)C. The result is 0 (inactive). (5) The compound is Clc1c(cc2OCOc2c1)/C=N\NC(=O)c1ncccc1. The result is 0 (inactive).